From a dataset of Forward reaction prediction with 1.9M reactions from USPTO patents (1976-2016). Predict the product of the given reaction. (1) Given the reactants [O:1]=[C:2]1[C:11]([C:12]([O:14][CH2:15][CH3:16])=[O:13])=[N:10][C:9]2[C:4](=[CH:5][CH:6]=[CH:7][CH:8]=2)[NH:3]1.[H-].[Na+].I[CH3:20].O, predict the reaction product. The product is: [CH3:20][N:3]1[C:4]2[C:9](=[CH:8][CH:7]=[CH:6][CH:5]=2)[N:10]=[C:11]([C:12]([O:14][CH2:15][CH3:16])=[O:13])[C:2]1=[O:1]. (2) The product is: [OH:2][C@@:3]1([C:34]([F:36])([F:37])[F:35])[C:15]2[CH:14]=[C:13]([O:16][CH2:17][CH2:18][C:19]([OH:22])([CH3:20])[CH3:21])[CH:12]=[C:11]([C:23]3[CH:24]=[N:25][N:26]([C:28]([CH3:32])([CH3:33])[C:29]([NH2:31])=[O:30])[CH:27]=3)[C:10]=2[C:9]2[C:4]1=[CH:5][CH:6]=[CH:7][CH:8]=2. Given the reactants O.[OH:2][C@@:3]1([C:34]([F:37])([F:36])[F:35])[C:15]2[CH:14]=[C:13]([O:16][CH2:17][CH2:18][C:19]([OH:22])([CH3:21])[CH3:20])[CH:12]=[C:11]([C:23]3[CH:24]=[N:25][N:26]([C:28]([CH3:33])([CH3:32])[C:29]([NH2:31])=[O:30])[CH:27]=3)[C:10]=2[C:9]2[C:4]1=[CH:5][CH:6]=[CH:7][CH:8]=2.C1(C)C=CC=CC=1, predict the reaction product.